Dataset: TCR-epitope binding with 47,182 pairs between 192 epitopes and 23,139 TCRs. Task: Binary Classification. Given a T-cell receptor sequence (or CDR3 region) and an epitope sequence, predict whether binding occurs between them. (1) The epitope is HSKKKCDEL. The TCR CDR3 sequence is CASSRLTVDRSDTGELFF. Result: 1 (the TCR binds to the epitope). (2) Result: 0 (the TCR does not bind to the epitope). The TCR CDR3 sequence is CASSPSYIEQFF. The epitope is YVFCTVNAL. (3) Result: 1 (the TCR binds to the epitope). The TCR CDR3 sequence is CATKTGTAEKLFF. The epitope is NLVPMVATV. (4) The epitope is LEPLVDLPI. The TCR CDR3 sequence is CASSQVLTAEYGYTF. Result: 1 (the TCR binds to the epitope). (5) The epitope is GTSGSPIINR. The TCR CDR3 sequence is CASSLGGGNQETQYF. Result: 1 (the TCR binds to the epitope).